From a dataset of Reaction yield outcomes from USPTO patents with 853,638 reactions. Predict the reaction yield, written as a fraction of the theoretical maximum amount of product (1.0 means a 100% yield; for example, 0.34 means a 34% yield). (1) The reactants are ClC1C=C(C=CC=1)C(O[C@@H:8]1[C@@H:11]([CH2:12][C:13]2[CH:18]=[CH:17][N:16]=[C:15]([N:19]([C:27]([O:29][C:30]([CH3:33])([CH3:32])[CH3:31])=[O:28])[C:20]([O:22][C:23]([CH3:26])([CH3:25])[CH3:24])=[O:21])[CH:14]=2)[C:10](=[O:34])[NH:9]1)=O.[OH:38][C:39]1[CH:54]=[CH:53][C:42]([C:43]([O:45][CH2:46][C:47]2[CH:52]=[CH:51][CH:50]=[CH:49][CH:48]=2)=[O:44])=[CH:41][CH:40]=1.C(=O)([O-])[O-].[Cs+].[Cs+]. The catalyst is C(#N)C.O. The product is [C:30]([O:29][C:27]([N:19]([C:20]([O:22][C:23]([CH3:26])([CH3:24])[CH3:25])=[O:21])[C:15]1[CH:14]=[C:13]([CH2:12][C@H:11]2[C:10](=[O:34])[NH:9][C@@H:8]2[O:38][C:39]2[CH:54]=[CH:53][C:42]([C:43]([O:45][CH2:46][C:47]3[CH:52]=[CH:51][CH:50]=[CH:49][CH:48]=3)=[O:44])=[CH:41][CH:40]=2)[CH:18]=[CH:17][N:16]=1)=[O:28])([CH3:31])([CH3:33])[CH3:32]. The yield is 0.710. (2) The reactants are [Cl:1][C:2]([Cl:11])([Cl:10])[C:3]([C:5]1[NH:6][CH:7]=[CH:8][CH:9]=1)=[O:4].S(Cl)([Cl:15])(=O)=O. The catalyst is C(Cl)(Cl)Cl. The product is [Cl:11][C:2]([Cl:1])([Cl:10])[C:3]([C:5]1[NH:6][CH:7]=[C:8]([Cl:15])[CH:9]=1)=[O:4]. The yield is 0.750. (3) The reactants are ClS(O)(=O)=O.[NH2:6][C:7]1[N:11]=[CH:10][NH:9][N:8]=1.[C:12]([CH:16]([CH2:19][CH2:20][CH2:21][CH2:22][CH2:23][CH2:24][CH2:25][CH3:26])[C:17]#[N:18])(=O)[CH2:13][CH3:14]. The catalyst is O.CC1C=CC=CC=1C. The product is [CH2:13]([C:12]1[C:16]([CH2:19][CH2:20][CH2:21][CH2:22][CH2:23][CH2:24][CH2:25][CH3:26])=[C:17]([NH2:18])[N:8]2[N:9]=[CH:10][N:11]=[C:7]2[N:6]=1)[CH3:14]. The yield is 0.830.